This data is from Peptide-MHC class I binding affinity with 185,985 pairs from IEDB/IMGT. The task is: Regression. Given a peptide amino acid sequence and an MHC pseudo amino acid sequence, predict their binding affinity value. This is MHC class I binding data. (1) The peptide sequence is EELSTLYEAL. The MHC is HLA-B40:01 with pseudo-sequence HLA-B40:01. The binding affinity (normalized) is 0.339. (2) The peptide sequence is STVLFGLSY. The MHC is HLA-A02:01 with pseudo-sequence HLA-A02:01. The binding affinity (normalized) is 0.0377.